From a dataset of Forward reaction prediction with 1.9M reactions from USPTO patents (1976-2016). Predict the product of the given reaction. (1) Given the reactants Cl[C:2]1[CH:7]=[CH:6][CH:5]=[CH:4][C:3]=1[N+:8]([O-:10])=[O:9].[C:11]([O:15][C:16]([N:18]1[CH2:23][CH:22]=[C:21](B2OC(C)(C)C(C)(C)O2)[CH2:20][CH2:19]1)=[O:17])([CH3:14])([CH3:13])[CH3:12].[O-]P([O-])([O-])=O.[K+].[K+].[K+], predict the reaction product. The product is: [C:11]([O:15][C:16]([N:18]1[CH2:19][CH:20]=[C:21]([C:2]2[CH:7]=[CH:6][CH:5]=[CH:4][C:3]=2[N+:8]([O-:10])=[O:9])[CH2:22][CH2:23]1)=[O:17])([CH3:14])([CH3:12])[CH3:13]. (2) Given the reactants [Si]([O:8][C@H:9]1[C@H:13]2[O:14][CH2:15][C@@H:16]([O:17][C:18]3[NH:19][C:20]4[C:21]([N:39]=3)=[N:22][C:23]([C:27]3[CH:32]=[CH:31][C:30]([N:33]5[CH2:37][CH2:36][C@@H:35](O)[CH2:34]5)=[CH:29][CH:28]=3)=[C:24]([Cl:26])[CH:25]=4)[C@H:12]2[O:11][CH2:10]1)(C(C)(C)C)(C)C.[F-].C([N+](CCCC)(CCCC)CCCC)CCC.C1COCC1, predict the reaction product. The product is: [Cl:26][C:24]1[CH:25]=[C:20]2[NH:19][C:18]([O:17][C@H:16]3[C@H:12]4[O:11][CH2:10][C@@H:9]([OH:8])[C@H:13]4[O:14][CH2:15]3)=[N:39][C:21]2=[N:22][C:23]=1[C:27]1[CH:32]=[CH:31][C:30]([N:33]2[CH:34]=[CH:35][CH:36]=[CH:37]2)=[CH:29][CH:28]=1. (3) Given the reactants [C:1](=[O:4])([O-:3])[NH2:2].N1C=CN2[CH:13]=[C:12](B(O)O)[CH:11]=CC=12.[N:17]1[CH:18]=[CH:19][N:20]2[CH:25]=[C:24]([C:26]3[N:35]=[C:34]([NH:36][CH2:37][CH:38]([C:44]4[CH:49]=[CH:48][CH:47]=[CH:46][CH:45]=4)C4NC=CC=4)[C:33]4[C:28](=[CH:29][CH:30]=[CH:31][CH:32]=4)[N:27]=3)[CH:23]=[CH:22][C:21]=12.[CH2:50](Cl)Cl.CCOC(C)=O, predict the reaction product. The product is: [N:17]1[CH:18]=[CH:19][N:20]2[CH:25]=[C:24]([C:26]3[N:35]=[C:34]([NH:36][CH2:37][C@@H:38]([NH:2][C:1](=[O:3])[O:4][C:12]([CH3:11])([CH3:13])[CH3:50])[C:44]4[CH:49]=[CH:48][CH:47]=[CH:46][CH:45]=4)[C:33]4[C:28](=[CH:29][CH:30]=[CH:31][CH:32]=4)[N:27]=3)[CH:23]=[CH:22][C:21]=12.